This data is from PAMPA (Parallel Artificial Membrane Permeability Assay) permeability data from NCATS. The task is: Regression/Classification. Given a drug SMILES string, predict its absorption, distribution, metabolism, or excretion properties. Task type varies by dataset: regression for continuous measurements (e.g., permeability, clearance, half-life) or binary classification for categorical outcomes (e.g., BBB penetration, CYP inhibition). Dataset: pampa_ncats. The compound is CC1=CC(=NC=C1)NC(=S)N2CCN(CC2)C3=CC=CC(=N3)C(F)(F)F. The result is 1 (high permeability).